Predict the reactants needed to synthesize the given product. From a dataset of Full USPTO retrosynthesis dataset with 1.9M reactions from patents (1976-2016). Given the product [C:13]([C:11]1[CH:12]=[C:3]([CH:4]=[C:5]([C:6]([O:8][CH3:9])=[O:7])[CH:10]=1)[CH2:2][C:21]1([CH2:25][CH2:26][CH2:27][S:28][C:29]([C:42]2[CH:47]=[CH:46][CH:45]=[CH:44][CH:43]=2)([C:36]2[CH:41]=[CH:40][CH:39]=[CH:38][CH:37]=2)[C:30]2[CH:31]=[CH:32][CH:33]=[CH:34][CH:35]=2)[C:22](=[O:24])[O:23][C:18]([CH3:49])([CH3:17])[O:19][C:20]1=[O:48])([CH3:16])([CH3:15])[CH3:14], predict the reactants needed to synthesize it. The reactants are: Br[CH2:2][C:3]1[CH:4]=[C:5]([CH:10]=[C:11]([C:13]([CH3:16])([CH3:15])[CH3:14])[CH:12]=1)[C:6]([O:8][CH3:9])=[O:7].[CH3:17][C:18]1([CH3:49])[O:23][C:22](=[O:24])[CH:21]([CH2:25][CH2:26][CH2:27][S:28][C:29]([C:42]2[CH:47]=[CH:46][CH:45]=[CH:44][CH:43]=2)([C:36]2[CH:41]=[CH:40][CH:39]=[CH:38][CH:37]=2)[C:30]2[CH:35]=[CH:34][CH:33]=[CH:32][CH:31]=2)[C:20](=[O:48])[O:19]1.C(=O)([O-])[O-].[K+].[K+].